This data is from Reaction yield outcomes from USPTO patents with 853,638 reactions. The task is: Predict the reaction yield, written as a fraction of the theoretical maximum amount of product (1.0 means a 100% yield; for example, 0.34 means a 34% yield). (1) The reactants are Cl[C:2]1[C:11]2[C:6](=[CH:7][CH:8]=[CH:9][CH:10]=2)[CH:5]=[C:4]([C:12]2[CH:17]=[CH:16][CH:15]=[CH:14][C:13]=2[C:18]([F:21])([F:20])[F:19])[N:3]=1.[NH:22]1[CH:26]=[N:25][C:24]([NH2:27])=[N:23]1. The catalyst is C(O)C. The product is [NH:22]1[CH:26]=[N:25][C:24]([NH:27][C:2]2[C:11]3[C:6](=[CH:7][CH:8]=[CH:9][CH:10]=3)[CH:5]=[C:4]([C:12]3[CH:17]=[CH:16][CH:15]=[CH:14][C:13]=3[C:18]([F:21])([F:20])[F:19])[N:3]=2)=[N:23]1. The yield is 0.0400. (2) The reactants are [CH:1](NC(C)C)(C)C.[CH2:8]([C@H:10]1[C@@H:14]([OH:15])[CH2:13][C:12](=[O:16])[N:11]1[C:17]1[CH:24]=[CH:23][C:20]([C:21]#[N:22])=[C:19]([C:25]([F:28])([F:27])[F:26])[CH:18]=1)[CH3:9].IC.[Cl-].[NH4+]. The catalyst is O1CCCC1. The product is [CH2:8]([C@H:10]1[C@@H:14]([OH:15])[C@H:13]([CH3:1])[C:12](=[O:16])[N:11]1[C:17]1[CH:24]=[CH:23][C:20]([C:21]#[N:22])=[C:19]([C:25]([F:28])([F:26])[F:27])[CH:18]=1)[CH3:9]. The yield is 0.130. (3) The reactants are [C:1]([O:4][C@@H:5]1[C@@H:10]([O:11][C:12](=[O:14])[CH3:13])[C@@H:9]([O:15][C:16](=[O:18])[CH3:17])[C@@H:8]([CH2:19][O:20][C:21](=[O:23])[CH3:22])[O:7][C@H:6]1[O:24][C@@H:25]1[C@@H:30]([CH2:31][O:32][C:33](=[O:35])[CH3:34])[O:29][C@@H:28]([N:36]=[N+]=[N-])[C@H:27]([O:39][C:40](=[O:42])[CH3:41])[C@H:26]1[O:43][C:44](=[O:46])[CH3:45])(=[O:3])[CH3:2]. The catalyst is CO.[Pd]. The product is [C:1]([O:4][C@@H:5]1[C@@H:10]([O:11][C:12](=[O:14])[CH3:13])[C@@H:9]([O:15][C:16](=[O:18])[CH3:17])[C@@H:8]([CH2:19][O:20][C:21](=[O:23])[CH3:22])[O:7][C@H:6]1[O:24][C@@H:25]1[C@@H:30]([CH2:31][O:32][C:33](=[O:35])[CH3:34])[O:29][C@@H:28]([NH2:36])[C@H:27]([O:39][C:40](=[O:42])[CH3:41])[C@H:26]1[O:43][C:44](=[O:46])[CH3:45])(=[O:3])[CH3:2]. The yield is 1.00. (4) The reactants are [Cl:1][C:2]1[N:11]=[C:10](Cl)[C:9]2[C:4](=[CH:5][CH:6]=[CH:7][CH:8]=2)[N:3]=1.C(N(CC)C(C)C)(C)C.[C:22]1([CH:28]([C:31]2[N:36]=[CH:35][CH:34]=[CH:33][N:32]=2)[CH2:29][NH2:30])[CH:27]=[CH:26][CH:25]=[CH:24][CH:23]=1. The catalyst is C1COCC1.O. The product is [Cl:1][C:2]1[N:11]=[C:10]([NH:30][CH2:29][CH:28]([C:22]2[CH:27]=[CH:26][CH:25]=[CH:24][CH:23]=2)[C:31]2[N:32]=[CH:33][CH:34]=[CH:35][N:36]=2)[C:9]2[C:4](=[CH:5][CH:6]=[CH:7][CH:8]=2)[N:3]=1. The yield is 0.550. (5) The reactants are [NH2:1][C:2]1[CH:7]=[CH:6][CH:5]=[C:4]([NH2:8])[N:3]=1.Br[C:10]1[C:11](=[O:18])[N:12]([CH3:17])[CH:13]=[C:14]([Br:16])[CH:15]=1.CC1(C)C2C=CC=C(P(C3C=CC=CC=3)C3C=CC=CC=3)C=2OC2C1=CC=CC=2P(C1C=CC=CC=1)C1C=CC=CC=1.C([O-])([O-])=O.[Cs+].[Cs+]. The catalyst is O1CCOCC1.C1C=CC(/C=C/C(/C=C/C2C=CC=CC=2)=O)=CC=1.C1C=CC(/C=C/C(/C=C/C2C=CC=CC=2)=O)=CC=1.C1C=CC(/C=C/C(/C=C/C2C=CC=CC=2)=O)=CC=1.[Pd].[Pd]. The product is [NH2:8][C:4]1[N:3]=[C:2]([NH:1][C:10]2[C:11](=[O:18])[N:12]([CH3:17])[CH:13]=[C:14]([Br:16])[CH:15]=2)[CH:7]=[CH:6][CH:5]=1. The yield is 0.180.